From a dataset of Reaction yield outcomes from USPTO patents with 853,638 reactions. Predict the reaction yield, written as a fraction of the theoretical maximum amount of product (1.0 means a 100% yield; for example, 0.34 means a 34% yield). (1) The reactants are [CH:1]1([C:7]2[N:8]=[C:9]([NH2:13])[S:10][C:11]=2[CH3:12])[CH2:6][CH2:5][CH2:4][CH2:3][CH2:2]1.[Cl:14][CH2:15][C:16](=O)[CH2:17][C:18](OCC)=[O:19]. No catalyst specified. The product is [Cl:14][CH2:15][C:16]1[N:13]=[C:9]2[S:10][C:11]([CH3:12])=[C:7]([CH:1]3[CH2:2][CH2:3][CH2:4][CH2:5][CH2:6]3)[N:8]2[C:18](=[O:19])[CH:17]=1. The yield is 0.250. (2) The reactants are [C:1]([NH:4][C@H:5]([C@H:11]1[C@H:15]([NH:16][C:17]([NH:26][C:27]([O:29][C:30]([CH3:33])([CH3:32])[CH3:31])=[O:28])=[N:18][C:19]([O:21][C:22]([CH3:25])([CH3:24])[CH3:23])=[O:20])[CH2:14][C@H:13]([C:34]([OH:36])=[O:35])[C@H:12]1[OH:37])[CH:6]([CH2:9][CH3:10])[CH2:7][CH3:8])(=[O:3])[CH3:2].[C:38]([OH:50])(=[O:49])/[CH:39]=[CH:40]/[C:41]1[CH:48]=[CH:47][C:45]([OH:46])=[C:43]([OH:44])[CH:42]=1.CCN=C=N[CH2:56][CH2:57][CH2:58]N(C)C. The catalyst is CN(C)C1C=CN=CC=1.C(Cl)Cl. The product is [C:1]([O:46][C:45]1[CH:47]=[CH:48][C:41](/[CH:40]=[CH:39]/[C:38]([O:50][CH2:58][CH2:57][CH2:56][O:35][C:34]([C@H:13]2[CH2:14][C@@H:15]([NH:16][C:17]([NH:26][C:27]([O:29][C:30]([CH3:33])([CH3:32])[CH3:31])=[O:28])=[N:18][C:19]([O:21][C:22]([CH3:23])([CH3:25])[CH3:24])=[O:20])[C@H:11]([C@@H:5]([NH:4][C:1](=[O:3])[CH3:2])[CH:6]([CH2:7][CH3:8])[CH2:9][CH3:10])[C@@H:12]2[OH:37])=[O:36])=[O:49])=[CH:42][C:43]=1[O:44][C:22](=[O:21])[CH3:23])(=[O:3])[CH3:2]. The yield is 0.320.